From a dataset of Forward reaction prediction with 1.9M reactions from USPTO patents (1976-2016). Predict the product of the given reaction. (1) The product is: [Br:19][C:17]1[CH:16]=[CH:15][C:14]([C:20]([NH:22][C@@H:23]([CH:28]2[CH2:33][CH2:32][CH2:31][CH2:30][CH2:29]2)[C:24]([O:26][CH3:27])=[O:25])=[O:21])=[C:13]([NH:12][C:10]([NH:9][C:3]2[C:2]([CH3:1])=[CH:7][CH:6]=[CH:5][C:4]=2[CH3:8])=[O:11])[CH:18]=1. Given the reactants [CH3:1][C:2]1[CH:7]=[CH:6][CH:5]=[C:4]([CH3:8])[C:3]=1[N:9]=[C:10]=[O:11].[NH2:12][C:13]1[CH:18]=[C:17]([Br:19])[CH:16]=[CH:15][C:14]=1[C:20]([NH:22][C@@H:23]([CH:28]1[CH2:33][CH2:32][CH2:31][CH2:30][CH2:29]1)[C:24]([O:26][CH3:27])=[O:25])=[O:21].CCCCCC.C(OCC)(=O)C, predict the reaction product. (2) Given the reactants Br[C:2]1[CH:15]=[CH:14][CH:13]=[CH:12][C:3]=1[N:4]([CH3:11])[C:5]1[CH:10]=[CH:9][CH:8]=[CH:7][CH:6]=1.[Li][CH2:17][CH2:18][CH2:19][CH3:20].C(C(C)=O)C.OS(O)(=O)=O, predict the reaction product. The product is: [CH2:18]([C:19]1([CH3:20])[C:6]2[CH:7]=[CH:8][CH:9]=[CH:10][C:5]=2[N:4]([CH3:11])[C:3]2[C:2]1=[CH:15][CH:14]=[CH:13][CH:12]=2)[CH3:17]. (3) Given the reactants [CH3:1][C:2]1[C:3]([CH2:9][NH:10][CH2:11][C:12]2[C:17](N3CCOCC3)=[CH:16][CH:15]=[CH:14][N:13]=2)=[N:4][CH:5]=[C:6]([CH3:8])[CH:7]=1.O=C1C2C(=CC=CC=2)C(=O)[N:26]1[CH2:35][CH2:36][CH2:37][CH:38]=O.[BH-](OC(C)=O)(OC(C)=O)[O:41][C:42](C)=[O:43].[Na+].NN.O, predict the reaction product. The product is: [NH2:26][CH2:35][CH2:36][CH2:37][CH2:38][N:10]([CH2:11][C:12]1[N:13]=[CH:14][CH:15]=[CH:16][C:17]=1[C:42]([OH:43])=[O:41])[CH2:9][C:3]1[C:2]([CH3:1])=[CH:7][C:6]([CH3:8])=[CH:5][N:4]=1. (4) Given the reactants [OH:1][C@@H:2]([CH2:29][CH2:30][C:31]1[CH:36]=[CH:35][CH:34]=[CH:33][CH:32]=1)/[CH:3]=[CH:4]/[C@@H:5]1[C@@H:12]2[C@@H:8]([O:9][CH:10]([OH:13])[CH2:11]2)[CH2:7][C@H:6]1[O:14]C(C1C=CC(C2C=CC=CC=2)=CC=1)=O.C([O-])([O-])=O.[K+].[K+].P(=O)(O)(O)O, predict the reaction product. The product is: [OH:1][C@@H:2]([CH2:29][CH2:30][C:31]1[CH:32]=[CH:33][CH:34]=[CH:35][CH:36]=1)/[CH:3]=[CH:4]/[C@@H:5]1[C@@H:12]2[C@@H:8]([O:9][CH:10]([OH:13])[CH2:11]2)[CH2:7][C@H:6]1[OH:14]. (5) Given the reactants [NH2:1][C:2]1[N:7]=[CH:6][C:5]([C:8]2[CH:9]=[N:10][N:11]([CH:13]3[CH2:18][CH2:17][N:16]([CH2:19][C:20]([OH:22])=O)[CH2:15][CH2:14]3)[CH:12]=2)=[CH:4][C:3]=1[C:23]1[S:24][C:25]2[CH:31]=[CH:30][CH:29]=[CH:28][C:26]=2[N:27]=1.[NH4+].[Cl-].C[N:35](C(ON1N=NC2C=CC=CC1=2)=[N+](C)C)C.[B-](F)(F)(F)F.CCN(C(C)C)C(C)C, predict the reaction product. The product is: [NH2:1][C:2]1[N:7]=[CH:6][C:5]([C:8]2[CH:9]=[N:10][N:11]([CH:13]3[CH2:14][CH2:15][N:16]([CH2:19][C:20]([NH2:35])=[O:22])[CH2:17][CH2:18]3)[CH:12]=2)=[CH:4][C:3]=1[C:23]1[S:24][C:25]2[CH:31]=[CH:30][CH:29]=[CH:28][C:26]=2[N:27]=1. (6) Given the reactants [CH3:1][CH:2]1[CH2:9][C@H:8]2[C@H:4]([CH2:5][NH:6][C@@H:7]2[CH2:10][NH:11][C:12]([C:14]2[N:21]3[C:17]([S:18][CH:19]=[CH:20]3)=[N:16][C:15]=2[CH3:22])=[O:13])[CH2:3]1.[CH3:23][C:24]1[S:25][C:26]([C:32]2[CH:37]=[CH:36][CH:35]=[C:34]([C:38]([F:41])([F:40])[F:39])[CH:33]=2)=[C:27]([C:29](O)=[O:30])[N:28]=1, predict the reaction product. The product is: [CH3:1][CH:2]1[CH2:9][C@H:8]2[C@H:4]([CH2:5][N:6]([C:29]([C:27]3[N:28]=[C:24]([CH3:23])[S:25][C:26]=3[C:32]3[CH:37]=[CH:36][CH:35]=[C:34]([C:38]([F:41])([F:39])[F:40])[CH:33]=3)=[O:30])[C@@H:7]2[CH2:10][NH:11][C:12]([C:14]2[N:21]3[C:17]([S:18][CH:19]=[CH:20]3)=[N:16][C:15]=2[CH3:22])=[O:13])[CH2:3]1.